From a dataset of Peptide-MHC class I binding affinity with 185,985 pairs from IEDB/IMGT. Regression. Given a peptide amino acid sequence and an MHC pseudo amino acid sequence, predict their binding affinity value. This is MHC class I binding data. (1) The peptide sequence is NMLKRVRNR. The MHC is HLA-A33:01 with pseudo-sequence HLA-A33:01. The binding affinity (normalized) is 0.566. (2) The MHC is Mamu-A01 with pseudo-sequence Mamu-A01. The binding affinity (normalized) is 0. The peptide sequence is RRRRRWRQRWQ. (3) The peptide sequence is YVARLSSNSR. The MHC is Patr-A0101 with pseudo-sequence Patr-A0101. The binding affinity (normalized) is 0.139. (4) The peptide sequence is FPVRPQVPM. The MHC is HLA-B53:01 with pseudo-sequence HLA-B53:01. The binding affinity (normalized) is 0.678. (5) The peptide sequence is LRGKWQRRYR. The MHC is HLA-A11:01 with pseudo-sequence HLA-A11:01. The binding affinity (normalized) is 0. (6) The MHC is HLA-A02:03 with pseudo-sequence HLA-A02:03. The binding affinity (normalized) is 0. The peptide sequence is DVHPGEPVV. (7) The peptide sequence is ALSDACKKI. The MHC is HLA-A02:01 with pseudo-sequence HLA-A02:01. The binding affinity (normalized) is 0.354. (8) The peptide sequence is FVDTMSIYI. The MHC is HLA-A02:06 with pseudo-sequence HLA-A02:06. The binding affinity (normalized) is 0.743. (9) The peptide sequence is FQVDCFLWH. The MHC is HLA-A02:01 with pseudo-sequence HLA-A02:01. The binding affinity (normalized) is 0.462. (10) The peptide sequence is IAHVRDVVM. The MHC is HLA-B44:02 with pseudo-sequence HLA-B44:02. The binding affinity (normalized) is 0.0847.